This data is from Catalyst prediction with 721,799 reactions and 888 catalyst types from USPTO. The task is: Predict which catalyst facilitates the given reaction. (1) Reactant: [C:1]([O:5][C:6]([N:8]1[CH2:13][CH2:12][N:11]([C:14]([O:16][C:17]([CH3:20])([CH3:19])[CH3:18])=[O:15])[CH2:10][C@@H:9]1[C:21]1[CH:26]=[CH:25][C:24]([N:27]2[CH2:31][CH2:30][C@@H:29]([OH:32])[CH2:28]2)=[CH:23][CH:22]=1)=[O:7])([CH3:4])([CH3:3])[CH3:2].C(N(CC)CC)C.[CH3:40][S:41](Cl)(=[O:43])=[O:42]. The catalyst class is: 4. Product: [C:1]([O:5][C:6]([N:8]1[CH2:13][CH2:12][N:11]([C:14]([O:16][C:17]([CH3:20])([CH3:19])[CH3:18])=[O:15])[CH2:10][C@@H:9]1[C:21]1[CH:22]=[CH:23][C:24]([N:27]2[CH2:31][CH2:30][C@@H:29]([O:32][S:41]([CH3:40])(=[O:43])=[O:42])[CH2:28]2)=[CH:25][CH:26]=1)=[O:7])([CH3:2])([CH3:3])[CH3:4]. (2) Reactant: [CH2:1]([C@@H:5]1[CH2:10][CH2:9][N:8]([C:11]([O:13][CH2:14][C:15]2[CH:20]=[CH:19][CH:18]=[CH:17][CH:16]=2)=[O:12])[CH2:7][C@H:6]1[O:21][C:22](OC1C=CC([N+]([O-])=O)=CC=1)=[O:23])[CH:2]([CH3:4])[CH3:3].OC(C(F)(F)F)=O.[Cl:41][C:42]1[CH:43]=[C:44]([C@@H:48]([C@@H:57]2[CH2:62][CH2:61][CH2:60][NH:59][CH2:58]2)[O:49][CH2:50][CH2:51][NH:52][C:53](=[O:56])[O:54][CH3:55])[CH:45]=[CH:46][CH:47]=1.CCN(C(C)C)C(C)C. Product: [Cl:41][C:42]1[CH:43]=[C:44]([C@H:48]([O:49][CH2:50][CH2:51][NH:52][C:53]([O:54][CH3:55])=[O:56])[C@@H:57]2[CH2:62][CH2:61][CH2:60][N:59]([C:22]([O:21][C@H:6]3[C@H:5]([CH2:1][CH:2]([CH3:3])[CH3:4])[CH2:10][CH2:9][N:8]([C:11]([O:13][CH2:14][C:15]4[CH:16]=[CH:17][CH:18]=[CH:19][CH:20]=4)=[O:12])[CH2:7]3)=[O:23])[CH2:58]2)[CH:45]=[CH:46][CH:47]=1. The catalyst class is: 2. (3) Reactant: [C:1]([C@H:4]1[O:9][CH2:8][CH2:7][N:6]([C:10]([O:12][C:13]([CH3:16])([CH3:15])[CH3:14])=[O:11])[CH2:5]1)(=O)[CH3:2].C([O-])(=O)C.[NH4+].[C:22]([BH3-])#[N:23].[Na+].ClC1[C:32]2=[N:33][CH:34]=[CH:35][N:36]=[C:31]2[CH:30]=[C:29]([Cl:37])[N:28]=1.CCN(C(C)C)C(C)C. Product: [Cl:37][C:29]1[N:28]=[C:22]([NH:23][CH:1]([C@H:4]2[O:9][CH2:8][CH2:7][N:6]([C:10]([O:12][C:13]([CH3:16])([CH3:15])[CH3:14])=[O:11])[CH2:5]2)[CH3:2])[C:32]2=[N:33][CH:34]=[CH:35][N:36]=[C:31]2[CH:30]=1. The catalyst class is: 5. (4) Reactant: [Br:1][C:2]1[CH:3]=[CH:4][CH:5]=[C:6]2[C:10]=1[N:9]([CH3:11])[N:8]=[C:7]2[N:12](C)[C:13](=O)C(F)(F)F.[OH-].[Na+]. Product: [Br:1][C:2]1[CH:3]=[CH:4][CH:5]=[C:6]2[C:10]=1[N:9]([CH3:11])[N:8]=[C:7]2[NH:12][CH3:13]. The catalyst class is: 5. (5) Reactant: [CH3:1][O-:2].[Na+].[Br:4][C:5]1[CH:10]=[CH:9][C:8]([C:11]2[N:12]=[CH:13][S:14][CH:15]=2)=[CH:7][C:6]=1[Cl:16]. Product: [Br:4][C:5]1[CH:10]=[CH:9][C:8]([C:11]2[N:12]=[C:13]([O:2][CH3:1])[S:14][CH:15]=2)=[CH:7][C:6]=1[Cl:16]. The catalyst class is: 24. (6) Reactant: [CH3:1][N:2]1[N:6]=[N:5][C:4]([C:7]2[CH:12]=[CH:11][C:10](B3OC(C)(C)C(C)(C)O3)=[CH:9][N:8]=2)=[N:3]1.Br[C:23]1[CH:31]=[CH:30][C:29]2[N:28]3[C:32](=[O:40])[O:33][C@@H:34]([CH2:35][NH:36][C:37](=[O:39])[CH3:38])[C@@H:27]3[CH2:26][C:25]=2[CH:24]=1.C([O-])([O-])=O.[K+].[K+]. Product: [CH3:1][N:2]1[N:6]=[N:5][C:4]([C:7]2[N:8]=[CH:9][C:10]([C:23]3[CH:31]=[CH:30][C:29]4[N:28]5[C:32](=[O:40])[O:33][C@@H:34]([CH2:35][NH:36][C:37](=[O:39])[CH3:38])[C@@H:27]5[CH2:26][C:25]=4[CH:24]=3)=[CH:11][CH:12]=2)=[N:3]1. The catalyst class is: 38.